Dataset: Reaction yield outcomes from USPTO patents with 853,638 reactions. Task: Predict the reaction yield, written as a fraction of the theoretical maximum amount of product (1.0 means a 100% yield; for example, 0.34 means a 34% yield). (1) The reactants are C(N(CC)CC)C.Cl[C:9]1[CH:10]=[CH:11][C:12](=[O:16])[N:13]([CH3:15])[N:14]=1.[NH:17]1[CH2:22][CH2:21][CH:20]([C:23]([OH:25])=[O:24])[CH2:19][CH2:18]1.[OH-].[Na+]. The catalyst is C(O)C.O. The product is [CH3:15][N:13]1[C:12](=[O:16])[CH:11]=[CH:10][C:9]([N:17]2[CH2:22][CH2:21][CH:20]([C:23]([OH:25])=[O:24])[CH2:19][CH2:18]2)=[N:14]1. The yield is 0.520. (2) The reactants are [NH2:1][CH2:2][CH2:3][CH2:4][C:5]1([C:22]2[CH:27]=[CH:26][CH:25]=[CH:24][CH:23]=2)[N:9]([C:10](=[O:14])[CH:11]([CH3:13])[CH3:12])[N:8]=[C:7]([C:15]2[CH:20]=[CH:19][CH:18]=[C:17]([F:21])[CH:16]=2)[S:6]1.[CH3:28][C:29]([CH3:31])=O.C(O[BH-](OC(=O)C)OC(=O)C)(=O)C.[Na+]. The catalyst is C(#N)C.C([O-])([O-])=O.[Na+].[Na+]. The product is [F:21][C:17]1[CH:16]=[C:15]([C:7]2[S:6][C:5]([CH2:4][CH2:3][CH2:2][NH:1][CH:29]([CH3:31])[CH3:28])([C:22]3[CH:27]=[CH:26][CH:25]=[CH:24][CH:23]=3)[N:9]([C:10](=[O:14])[CH:11]([CH3:13])[CH3:12])[N:8]=2)[CH:20]=[CH:19][CH:18]=1. The yield is 0.500.